This data is from Full USPTO retrosynthesis dataset with 1.9M reactions from patents (1976-2016). The task is: Predict the reactants needed to synthesize the given product. Given the product [N:28]1[CH:29]=[CH:30][CH:31]=[CH:32][C:27]=1[CH2:26][NH:25][C:36]([C:7]1[C:8]2[CH:13]=[N:12][C:11]([NH:14][C:15](=[O:23])[C:16]3[CH:21]=[CH:20][C:19]([CH3:22])=[CH:18][CH:17]=3)=[N:10][C:9]=2[N:5]([C:1]([CH3:4])([CH3:3])[CH3:2])[CH:6]=1)=[O:37], predict the reactants needed to synthesize it. The reactants are: [C:1]([N:5]1[C:9]2[N:10]=[C:11]([NH:14][C:15](=[O:23])[C:16]3[CH:21]=[CH:20][C:19]([CH3:22])=[CH:18][CH:17]=3)[N:12]=[CH:13][C:8]=2[C:7](I)=[CH:6]1)([CH3:4])([CH3:3])[CH3:2].[NH2:25][CH2:26][C:27]1[CH:32]=[CH:31][CH:30]=[CH:29][N:28]=1.CN([CH:36]=[O:37])C.